From a dataset of Forward reaction prediction with 1.9M reactions from USPTO patents (1976-2016). Predict the product of the given reaction. (1) Given the reactants [O:1]1[CH2:6][CH2:5][CH:4]([CH2:7][O:8][C:9]2[N:14]=[C:13]([C:15]([OH:17])=O)[CH:12]=[CH:11][C:10]=2[C:18]([F:21])([F:20])[F:19])[CH2:3][CH2:2]1.Cl.[NH2:23][C:24]([CH2:31][CH3:32])([CH2:29][CH3:30])[C:25]([O:27][CH3:28])=[O:26], predict the reaction product. The product is: [CH3:28][O:27][C:25](=[O:26])[C:24]([CH2:31][CH3:32])([NH:23][C:15]([C:13]1[CH:12]=[CH:11][C:10]([C:18]([F:21])([F:20])[F:19])=[C:9]([O:8][CH2:7][CH:4]2[CH2:3][CH2:2][O:1][CH2:6][CH2:5]2)[N:14]=1)=[O:17])[CH2:29][CH3:30]. (2) Given the reactants [OH:1][C:2]1[CH:11]=[C:10]2[C:5]([C:6]([NH:12][C:13]3[CH:14]=[C:15]4[C:19](=[CH:20][CH:21]=3)[NH:18][CH:17]=[CH:16]4)=[N:7][CH:8]=[N:9]2)=[CH:4][C:3]=1[O:22][CH3:23].O[CH2:25][CH2:26][CH2:27][N:28]1[CH2:33][CH2:32][N:31]([CH3:34])[CH2:30][CH2:29]1, predict the reaction product. The product is: [NH:18]1[C:19]2[C:15](=[CH:14][C:13]([NH:12][C:6]3[C:5]4[C:10](=[CH:11][C:2]([O:1][CH2:25][CH2:26][CH2:27][N:28]5[CH2:33][CH2:32][N:31]([CH3:34])[CH2:30][CH2:29]5)=[C:3]([O:22][CH3:23])[CH:4]=4)[N:9]=[CH:8][N:7]=3)=[CH:21][CH:20]=2)[CH:16]=[CH:17]1.